Dataset: Peptide-MHC class II binding affinity with 134,281 pairs from IEDB. Task: Regression. Given a peptide amino acid sequence and an MHC pseudo amino acid sequence, predict their binding affinity value. This is MHC class II binding data. The peptide sequence is EKIRLRPGGKKK. The MHC is H-2-IAb with pseudo-sequence H-2-IAb. The binding affinity (normalized) is 0.0737.